This data is from Full USPTO retrosynthesis dataset with 1.9M reactions from patents (1976-2016). The task is: Predict the reactants needed to synthesize the given product. Given the product [CH2:1]([O:8][C:9]([NH:11][C@H:12]([C:32]1[NH:33][C:34]([C:35]2[C:36]([O:50][CH3:51])=[N:37][C:39]3[C:43]([CH:44]=2)=[CH:42][CH:41]=[CH:40][CH:45]=3)=[CH:29][N:31]=1)[CH2:16][CH2:17][CH2:18][CH2:19][CH2:20][C:21]([O:23][C:24]([CH3:25])([CH3:26])[CH3:27])=[O:22])=[O:10])[C:2]1[CH:3]=[CH:4][CH:5]=[CH:6][CH:7]=1, predict the reactants needed to synthesize it. The reactants are: [CH2:1]([O:8][C:9]([NH:11][C@@H:12]([CH2:16][CH2:17][CH2:18][CH2:19][CH2:20][C:21]([O:23][C:24]([CH3:27])([CH3:26])[CH3:25])=[O:22])C(O)=O)=[O:10])[C:2]1[CH:7]=[CH:6][CH:5]=[CH:4][CH:3]=1.Cl.[CH2:29]([N:31]=[C:32]=[N:33][CH2:34][CH2:35][CH2:36][N:37]([CH3:39])C)C.[CH:40]1[CH:41]=[CH:42][C:43]2N(O)N=N[C:44]=2[CH:45]=1.[OH:50][CH2:51]C(C1C(OC)=NC2C(C=1)=CC=CC=2)=O.C([O-])(=O)C.[NH4+].